The task is: Predict the reactants needed to synthesize the given product.. This data is from Full USPTO retrosynthesis dataset with 1.9M reactions from patents (1976-2016). (1) Given the product [C:14]([O:13][C:12]([NH:11][C@@H:9]1[CH2:8][C@H:4]2[O:5][CH2:6][CH2:7][C@@:3]2([C:2]([OH:21])=[O:1])[CH2:10]1)=[O:18])([CH3:15])([CH3:17])[CH3:16], predict the reactants needed to synthesize it. The reactants are: [OH:1][CH2:2][C@:3]12[CH2:10][C@H:9]([NH:11][C:12](=[O:18])[O:13][C:14]([CH3:17])([CH3:16])[CH3:15])[CH2:8][C@H:4]1[O:5][CH2:6][CH2:7]2.CC(C)=[O:21].CC(C)=O.OS(O)(=O)=O.O=[Cr](=O)=O. (2) The reactants are: Cl.Cl.[CH2:3]([CH:5]1[C:10]2[N:11]=[CH:12][NH:13][C:9]=2[CH2:8][CH2:7][NH:6]1)[CH3:4].C([O-])([O-])=O.[K+].[K+].Cl[C:21]([O:23][CH2:24][CH2:25][O:26][CH3:27])=[O:22].Cl. Given the product [CH2:3]([CH:5]1[C:10]2[N:11]=[CH:12][NH:13][C:9]=2[CH2:8][CH2:7][N:6]1[C:21]([O:23][CH2:24][CH2:25][O:26][CH3:27])=[O:22])[CH3:4], predict the reactants needed to synthesize it. (3) Given the product [C:20]([O:23][C:24]([N:17]1[C:16]([Br:18])=[CH:15][N:14]=[C:13]1[C@@H:9]1[CH2:10][CH2:11][CH2:12][N:8]1[C:6]([O:5][C:1]([CH3:4])([CH3:2])[CH3:3])=[O:7])=[O:25])([CH3:22])([CH3:21])[CH3:19], predict the reactants needed to synthesize it. The reactants are: [C:1]([O:5][C:6]([N:8]1[CH2:12][CH2:11][CH2:10][C@H:9]1[C:13]1[NH:14][CH:15]=[C:16]([Br:18])[N:17]=1)=[O:7])([CH3:4])([CH3:3])[CH3:2].[CH3:19][C:20]([O:23][C:24](O[C:24]([O:23][C:20]([CH3:22])([CH3:21])[CH3:19])=[O:25])=[O:25])([CH3:22])[CH3:21].C(N(CC)CC)C.O. (4) Given the product [Cl:23][C:20]1[CH:19]=[CH:18][C:17]([C:13]2[C:12]([CH2:11][O:10][C:7]3[CH:8]=[CH:9][C:4]([C:3]([OH:24])=[O:2])=[CH:5][N:6]=3)=[CH:16][O:15][N:14]=2)=[CH:22][CH:21]=1, predict the reactants needed to synthesize it. The reactants are: C[O:2][C:3](=[O:24])[C:4]1[CH:9]=[CH:8][C:7]([O:10][CH2:11][C:12]2[C:13]([C:17]3[CH:22]=[CH:21][C:20]([Cl:23])=[CH:19][CH:18]=3)=[N:14][O:15][CH:16]=2)=[N:6][CH:5]=1.O.[OH-].[Li+].Cl. (5) Given the product [F:1][C:2]1[CH:3]=[C:4]([C:8]2[C@:9]3([CH2:25][CH2:24][C@H:23]4[C@@H:14]([CH2:15][CH2:16][C:17]5[CH:18]=[C:19]([C:26]([NH:30][CH2:31][CH2:32][CH2:33][C:34]([OH:36])=[O:35])=[O:28])[CH:20]=[CH:21][C:22]=54)[C@@H:11]3[CH2:12][CH:13]=2)[CH3:10])[CH:5]=[N:6][CH:7]=1, predict the reactants needed to synthesize it. The reactants are: [F:1][C:2]1[CH:3]=[C:4]([C:8]2[C@:9]3([CH2:25][CH2:24][C@H:23]4[C@@H:14]([CH2:15][CH2:16][C:17]5[CH:18]=[C:19]([C:26]([OH:28])=O)[CH:20]=[CH:21][C:22]=54)[C@@H:11]3[CH2:12][CH:13]=2)[CH3:10])[CH:5]=[N:6][CH:7]=1.Cl.[NH2:30][CH2:31][CH2:32][CH2:33][C:34]([O:36]C)=[O:35].